From a dataset of Full USPTO retrosynthesis dataset with 1.9M reactions from patents (1976-2016). Predict the reactants needed to synthesize the given product. Given the product [OH:14][C:11]1([C:15]2[S:24][C:18]3[N:19]=[CH:20][N:21]=[C:22]([C:37]4[CH:36]=[CH:35][CH:34]=[C:33]([NH:32][C:30](=[O:31])[C:29]5[CH:42]=[CH:43][CH:44]=[C:27]([C:26]([F:45])([F:46])[F:25])[CH:28]=5)[CH:38]=4)[C:17]=3[CH:16]=2)[CH2:12][CH2:13][N:8]([C:6]([O:5][C:1]([CH3:4])([CH3:3])[CH3:2])=[O:7])[CH2:9][CH2:10]1, predict the reactants needed to synthesize it. The reactants are: [C:1]([O:5][C:6]([N:8]1[CH2:13][CH2:12][C:11]([C:15]2[S:24][C:18]3[N:19]=[CH:20][N:21]=[C:22](Cl)[C:17]=3[CH:16]=2)([OH:14])[CH2:10][CH2:9]1)=[O:7])([CH3:4])([CH3:3])[CH3:2].[F:25][C:26]([F:46])([F:45])[C:27]1[CH:28]=[C:29]([CH:42]=[CH:43][CH:44]=1)[C:30]([NH:32][C:33]1[CH:34]=[C:35](B(O)O)[CH:36]=[CH:37][CH:38]=1)=[O:31].